From a dataset of Reaction yield outcomes from USPTO patents with 853,638 reactions. Predict the reaction yield, written as a fraction of the theoretical maximum amount of product (1.0 means a 100% yield; for example, 0.34 means a 34% yield). (1) The reactants are Br[CH2:2][CH2:3][C:4]1[S:8][C:7]([C:9]([O:11][CH3:12])=[O:10])=[CH:6][CH:5]=1.[S:13]1C=CC=C1CC([O-])=O.[K+].[CH3:23][C:24](C)=[O:25]. No catalyst specified. The product is [C:24]([S:13][CH2:2][CH2:3][C:4]1[S:8][C:7]([C:9]([O:11][CH3:12])=[O:10])=[CH:6][CH:5]=1)(=[O:25])[CH3:23]. The yield is 0.920. (2) The reactants are N1C(C2C=CC([C:12]3[C:21](C)=[CH:20][C:19]4[C:14](=[CH:15][CH:16]=[C:17]([O:23][CH3:24])[CH:18]=4)[N:13]=3)=CC=2)=NN=N1.[CH3:25][O:26][C:27]([C:29]1[CH:34]=[CH:33][C:32](B(O)O)=[CH:31][CH:30]=1)=[O:28].C(=O)([O-])[O-].[Na+].[Na+]. The product is [CH3:24][O:23][C:17]1[CH:18]=[C:19]2[C:14](=[CH:15][CH:16]=1)[N:13]=[C:12]([C:32]1[CH:33]=[CH:34][C:29]([C:27]([O:26][CH3:25])=[O:28])=[CH:30][CH:31]=1)[CH:21]=[CH:20]2. The catalyst is O1CCOCC1.O.C1C=CC(P(C2C=CC=CC=2)[C-]2C=CC=C2)=CC=1.C1C=CC(P(C2C=CC=CC=2)[C-]2C=CC=C2)=CC=1.Cl[Pd]Cl.[Fe+2]. The yield is 0.409. (3) The reactants are [N+:1]([C:4]1[CH:9]=[CH:8][C:7]([N:10]2[C:14]([CH2:15][CH2:16][CH3:17])=[C:13]([C:18]([OH:20])=O)[N:12]=[N:11]2)=[CH:6][CH:5]=1)([O-:3])=[O:2].[CH:21]1([NH2:24])[CH2:23][CH2:22]1.C1C=CC2N(O)N=NC=2C=1.CCN=C=NCCCN(C)C. The catalyst is C(#N)C. The product is [CH:21]1([NH:24][C:18]([C:13]2[N:12]=[N:11][N:10]([C:7]3[CH:6]=[CH:5][C:4]([N+:1]([O-:3])=[O:2])=[CH:9][CH:8]=3)[C:14]=2[CH2:15][CH2:16][CH3:17])=[O:20])[CH2:23][CH2:22]1. The yield is 0.820. (4) The reactants are [NH2:1][C:2]1[C:11]2[C:6](=[C:7](Br)[CH:8]=[CH:9][CH:10]=2)[N:5]=[N:4][C:3]=1[C:13]([NH:15][CH2:16][CH2:17][CH3:18])=[O:14].[CH3:19][O:20][C:21]1[CH:22]=[C:23](B(O)O)[CH:24]=[C:25]([O:29][CH3:30])[C:26]=1[O:27][CH3:28]. No catalyst specified. The product is [NH2:1][C:2]1[C:11]2[C:6](=[C:7]([C:23]3[CH:24]=[C:25]([O:29][CH3:30])[C:26]([O:27][CH3:28])=[C:21]([O:20][CH3:19])[CH:22]=3)[CH:8]=[CH:9][CH:10]=2)[N:5]=[N:4][C:3]=1[C:13]([NH:15][CH2:16][CH2:17][CH3:18])=[O:14]. The yield is 0.915. (5) The reactants are [OH:1][C:2]1[CH:3]=[C:4]([C:14]2[N:15](C(OC(C)(C)C)=O)[C:16]([C:19]3[S:20][CH:21]=[CH:22][N:23]=3)=[CH:17][CH:18]=2)[CH:5]=[C:6]([O:8][C@@H:9]([CH3:13])[CH2:10][O:11][CH3:12])[CH:7]=1.Cl[C:32]1[N:33]=[CH:34][C:35]([C:38]([O:40][CH3:41])=[O:39])=[N:36][CH:37]=1.C(=O)([O-])[O-].[K+].[K+].O. The catalyst is CN(C)C=O. The product is [CH3:12][O:11][CH2:10][C@H:9]([CH3:13])[O:8][C:6]1[CH:7]=[C:2]([CH:3]=[C:4]([C:14]2[NH:15][C:16]([C:19]3[S:20][CH:21]=[CH:22][N:23]=3)=[CH:17][CH:18]=2)[CH:5]=1)[O:1][C:32]1[N:33]=[CH:34][C:35]([C:38]([O:40][CH3:41])=[O:39])=[N:36][CH:37]=1. The yield is 0.930. (6) The reactants are [F:1][C:2]1[CH:7]=[CH:6][CH:5]=[C:4]([F:8])[C:3]=1[N:9]1[C:14]2[N:15]=[C:16]([N:29]3[CH2:34][CH2:33][CH:32]([N:35]4[CH2:40][CH2:39][CH:38]([CH3:41])[CH2:37][CH2:36]4)[CH2:31][CH2:30]3)[N:17]=[C:18]([C:19]3[CH:20]=[C:21]([CH:25]=[CH:26][C:27]=3[CH3:28])[C:22](O)=[O:23])[C:13]=2[CH:12]=[CH:11][C:10]1=[O:42].CN(C(ON1N=[N:58][C:53]2[CH:54]=[CH:55][CH:56]=[CH:57]C1=2)=[N+](C)C)C.F[P-](F)(F)(F)(F)F.C(N(CC)CC)C.C1(N)CCCC1. The catalyst is CN(C=O)C. The product is [CH:53]1([NH:58][C:22](=[O:23])[C:21]2[CH:25]=[CH:26][C:27]([CH3:28])=[C:19]([C:18]3[C:13]4[CH:12]=[CH:11][C:10](=[O:42])[N:9]([C:3]5[C:2]([F:1])=[CH:7][CH:6]=[CH:5][C:4]=5[F:8])[C:14]=4[N:15]=[C:16]([N:29]4[CH2:34][CH2:33][CH:32]([N:35]5[CH2:36][CH2:37][CH:38]([CH3:41])[CH2:39][CH2:40]5)[CH2:31][CH2:30]4)[N:17]=3)[CH:20]=2)[CH2:54][CH2:55][CH2:56][CH2:57]1. The yield is 0.480.